From a dataset of Forward reaction prediction with 1.9M reactions from USPTO patents (1976-2016). Predict the product of the given reaction. (1) Given the reactants Br[C:2]1[C:3]([CH:11]=[O:12])=[CH:4][C:5]2[O:9][CH2:8][O:7][C:6]=2[CH:10]=1.[CH:13]([O-:17])([O-])OC.O.[C:19]1(C)C=CC(S(O)(=O)=O)=C[CH:20]=1.CN(C)CCN(C)C.C([Li])CCC.CCCCCC.Cl.C(=O)([O-])[O-:51].[K+].[K+].C(I)C, predict the reaction product. The product is: [CH:13]([C:2]1[C:3]([C:11]([O:12][CH2:19][CH3:20])=[O:51])=[CH:4][C:5]2[O:9][CH2:8][O:7][C:6]=2[CH:10]=1)=[O:17]. (2) Given the reactants [NH2:1][C:2]1[C:3]2[N:4]([C:8](=[S:28])[NH:9][C:10]=2[C:11]2[C:20]([F:21])=[C:19]3[C:14]([CH:15]=[CH:16][C:17]([C:22]4[CH:27]=[CH:26][CH:25]=[CH:24][CH:23]=4)=[N:18]3)=[CH:13][CH:12]=2)[CH:5]=[CH:6][N:7]=1.F[B-](F)(F)F.[Br:34][C:35]1[CH:40]=[CH:39][C:38]([N+]#N)=[CH:37][CH:36]=1.CS(C)=O, predict the reaction product. The product is: [Br:34][C:35]1[CH:40]=[CH:39][C:38]([S:28][C:8]2[N:4]3[CH:5]=[CH:6][N:7]=[C:2]([NH2:1])[C:3]3=[C:10]([C:11]3[C:20]([F:21])=[C:19]4[C:14]([CH:15]=[CH:16][C:17]([C:22]5[CH:27]=[CH:26][CH:25]=[CH:24][CH:23]=5)=[N:18]4)=[CH:13][CH:12]=3)[N:9]=2)=[CH:37][CH:36]=1. (3) Given the reactants [C:1]([O:5][C:6](=[O:17])[NH:7][C:8]1[CH:13]=[CH:12][CH:11]=[C:10]([N+:14]([O-])=O)[CH:9]=1)([CH3:4])([CH3:3])[CH3:2].O1CCCC1, predict the reaction product. The product is: [C:1]([O:5][C:6](=[O:17])[NH:7][C:8]1[CH:13]=[CH:12][CH:11]=[C:10]([NH2:14])[CH:9]=1)([CH3:4])([CH3:2])[CH3:3]. (4) Given the reactants C1(N)CCCC1.BrC1C(Cl)=NC(Cl)=NC=1.[Cl:16][C:17]1[N:18]=[CH:19][C:20]2[CH:25]=[CH:24][N:23]([CH:26]([CH2:29][CH3:30])[CH2:27][CH3:28])[C:21]=2[N:22]=1, predict the reaction product. The product is: [Cl:16][C:17]1[N:18]=[CH:19][C:20]2[CH:25]=[CH:24][N:23]([CH:26]3[CH2:29][CH2:30][CH2:28][CH2:27]3)[C:21]=2[N:22]=1. (5) Given the reactants [N:1]1[C:10]2[C:5](=[CH:6][C:7]([C:11]([OH:13])=O)=[CH:8][CH:9]=2)[CH:4]=[CH:3][CH:2]=1.Cl.[CH3:15][NH:16][O:17][CH3:18].CCN(C(C)C)C(C)C.C(Cl)CCl.C1C=CC2N(O)N=NC=2C=1.C([O-])(O)=O.[Na+], predict the reaction product. The product is: [CH3:18][O:17][N:16]([CH3:15])[C:11]([C:7]1[CH:6]=[C:5]2[C:10](=[CH:9][CH:8]=1)[N:1]=[CH:2][CH:3]=[CH:4]2)=[O:13]. (6) Given the reactants C1(O[C:8](=[O:21])[NH:9][C:10]2[CH:19]=[CH:18][CH:17]=[C:16]3[C:11]=2[CH:12]=[CH:13][N:14]=[C:15]3[Cl:20])C=CC=CC=1.Cl.[CH2:23]([CH:30]1[C:39]2[C:34](=[CH:35][C:36]([F:40])=[CH:37][CH:38]=2)[CH2:33][CH2:32][CH:31]1[NH2:41])[C:24]1[CH:29]=[CH:28][CH:27]=[CH:26][CH:25]=1.C(=O)(O)[O-].[Na+], predict the reaction product. The product is: [CH2:23]([CH:30]1[C:39]2[C:34](=[CH:35][C:36]([F:40])=[CH:37][CH:38]=2)[CH2:33][CH2:32][CH:31]1[NH:41][C:8]([NH:9][C:10]1[CH:19]=[CH:18][CH:17]=[C:16]2[C:11]=1[CH:12]=[CH:13][N:14]=[C:15]2[Cl:20])=[O:21])[C:24]1[CH:25]=[CH:26][CH:27]=[CH:28][CH:29]=1. (7) Given the reactants Br[CH2:2][C:3]1[C:11]2[O:10][CH2:9][CH2:8][C:7]=2[CH:6]=[CH:5][CH:4]=1.[N-:12]=[N+:13]=[N-:14].[Na+].O, predict the reaction product. The product is: [N:12]([CH2:2][C:3]1[C:11]2[O:10][CH2:9][CH2:8][C:7]=2[CH:6]=[CH:5][CH:4]=1)=[N+:13]=[N-:14].